The task is: Regression. Given a peptide amino acid sequence and an MHC pseudo amino acid sequence, predict their binding affinity value. This is MHC class I binding data.. This data is from Peptide-MHC class I binding affinity with 185,985 pairs from IEDB/IMGT. (1) The peptide sequence is KLMPICMDV. The MHC is HLA-B15:01 with pseudo-sequence HLA-B15:01. The binding affinity (normalized) is 0.275. (2) The peptide sequence is LKANFSVI. The MHC is H-2-Kb with pseudo-sequence H-2-Kb. The binding affinity (normalized) is 0.0735. (3) The peptide sequence is KINAWIKGV. The MHC is HLA-A01:01 with pseudo-sequence HLA-A01:01. The binding affinity (normalized) is 0.0407. (4) The peptide sequence is NFFHASLAY. The MHC is HLA-A69:01 with pseudo-sequence HLA-A69:01. The binding affinity (normalized) is 0.0847. (5) The peptide sequence is GVGAVAMSL. The MHC is HLA-B15:01 with pseudo-sequence HLA-B15:01. The binding affinity (normalized) is 0.303. (6) The peptide sequence is TSSQQKADWI. The MHC is HLA-B58:01 with pseudo-sequence HLA-B58:01. The binding affinity (normalized) is 0.354. (7) The peptide sequence is VSYVVTYL. The MHC is H-2-Kb with pseudo-sequence H-2-Kb. The binding affinity (normalized) is 1.00.